From a dataset of Peptide-MHC class I binding affinity with 185,985 pairs from IEDB/IMGT. Regression. Given a peptide amino acid sequence and an MHC pseudo amino acid sequence, predict their binding affinity value. This is MHC class I binding data. (1) The peptide sequence is IMLEGETKLY. The MHC is HLA-A31:01 with pseudo-sequence HLA-A31:01. The binding affinity (normalized) is 0. (2) The peptide sequence is DTQIQTRRSF. The MHC is Mamu-A02 with pseudo-sequence Mamu-A02. The binding affinity (normalized) is 0.447.